Predict the reaction yield, written as a fraction of the theoretical maximum amount of product (1.0 means a 100% yield; for example, 0.34 means a 34% yield). From a dataset of Reaction yield outcomes from USPTO patents with 853,638 reactions. (1) The reactants are Cl.[C:2]1([CH3:10])[CH:7]=[CH:6][C:5]([NH:8]N)=[CH:4][CH:3]=1.[C:11]([N:16]1[CH2:21][CH2:20][C:19](=O)[CH2:18][CH2:17]1)([O:13][CH2:14][CH3:15])=[O:12]. The catalyst is CCO. The product is [CH3:10][C:2]1[CH:7]=[CH:6][C:5]2[NH:8][C:19]3[CH2:20][CH2:21][N:16]([C:11]([O:13][CH2:14][CH3:15])=[O:12])[CH2:17][C:18]=3[C:4]=2[CH:3]=1. The yield is 0.860. (2) The reactants are [C:1]1([C:7]2[CH:8]=[CH:9][C:10]3[N:16](C(OCC(Cl)(Cl)Cl)=O)[CH2:15][CH:14]4[CH2:25][CH2:26][CH2:27][N:13]4[C:12](=[O:28])[C:11]=3[CH:29]=2)[CH:6]=[CH:5][CH:4]=[CH:3][CH:2]=1.C([O-])(=O)C.[NH4+].C(OCC)(=O)C. The catalyst is C1COCC1. The product is [C:1]1([C:7]2[CH:8]=[CH:9][C:10]3[N:16]=[CH:15][C@@H:14]4[CH2:25][CH2:26][CH2:27][N:13]4[C:12](=[O:28])[C:11]=3[CH:29]=2)[CH:2]=[CH:3][CH:4]=[CH:5][CH:6]=1. The yield is 0.980. (3) The reactants are [CH2:1]([Mg]Br)[CH3:2].CO[C:7]([C:9]1[S:10][C:11]([C:15]2[CH:20]=[CH:19][C:18]([C:21]([C:26]3[CH:31]=[CH:30][C:29]([O:32][Si](C(C)(C)C)(C)C)=[C:28]([CH3:40])[CH:27]=3)([CH2:24][CH3:25])[CH2:22][CH3:23])=[CH:17][C:16]=2[CH3:41])=[C:12]([CH3:14])[CH:13]=1)=[O:8].[F-].C([N+](CC[CH2:58][CH3:59])(CCCC)CCCC)CCC.C1(C)C=CC(S(O[CH2:70][C@@H:71]2[O:75][C:74](=[O:76])[CH2:73][CH2:72]2)(=O)=O)=CC=1.C(=O)([O-])[O-:79].[K+].[K+]. The catalyst is O1CCCC1.CN(C)C=O.C(OCC)(=O)C. The product is [CH2:24]([C:21]([C:26]1[CH:31]=[CH:30][C:29]([O:32][CH2:70][C@H:71]([OH:75])[CH2:72][CH2:73][C:74]([OH:76])=[O:79])=[C:28]([CH3:40])[CH:27]=1)([C:18]1[CH:19]=[CH:20][C:15]([C:11]2[S:10][C:9]([C:7]([CH2:1][CH3:2])([OH:8])[CH2:58][CH3:59])=[CH:13][C:12]=2[CH3:14])=[C:16]([CH3:41])[CH:17]=1)[CH2:22][CH3:23])[CH3:25]. The yield is 0.560. (4) The reactants are [CH2:1]([O:8][C:9]1[CH:21]=[C:20]2[C:12]([C:13]3[CH:14]=[CH:15][C:16]([OH:22])=[CH:17][C:18]=3[NH:19]2)=[CH:11][CH:10]=1)[C:2]1C=CC=CC=1.C(=O)([O-])[O-].[Cs+].[Cs+].BrCC[F:32]. The catalyst is CN(C=O)C.O.C(O)(=O)C.[Pd]. The product is [F:32][CH2:2][CH2:1][O:8][C:9]1[CH:21]=[C:20]2[C:12]([C:13]3[CH:14]=[CH:15][C:16]([OH:22])=[CH:17][C:18]=3[NH:19]2)=[CH:11][CH:10]=1. The yield is 0.310. (5) The reactants are C(O[C:6]([N:8](C)[C:9]1[N:14]=[C:13]([CH2:15][CH2:16][CH2:17][C:18]2[CH:19]=[C:20]([CH2:23][C@@H:24]([C:36]([O:38]C(C)(C)C)=[O:37])[NH:25][C:26]([C:28]3[C:33]([Cl:34])=[CH:32][CH:31]=[CH:30][C:29]=3[Cl:35])=[O:27])[S:21][CH:22]=2)[CH:12]=[CH:11][CH:10]=1)=O)(C)(C)C.C(O)(C(F)(F)F)=O.C(=O)(O)[O-]. The catalyst is C(Cl)Cl. The product is [Cl:34][C:33]1[CH:32]=[CH:31][CH:30]=[C:29]([Cl:35])[C:28]=1[C:26]([NH:25][C@H:24]([C:36]([OH:38])=[O:37])[CH2:23][C:20]1[S:21][CH:22]=[C:18]([CH2:17][CH2:16][CH2:15][C:13]2[CH:12]=[CH:11][CH:10]=[C:9]([NH:8][CH3:6])[N:14]=2)[CH:19]=1)=[O:27]. The yield is 0.600.